This data is from Full USPTO retrosynthesis dataset with 1.9M reactions from patents (1976-2016). The task is: Predict the reactants needed to synthesize the given product. Given the product [C:4]([O:3][C:1]([N:8]1[CH2:13][CH2:12][CH:11]([O:14][CH2:23][C:22]([O:21][C:17]([CH3:20])([CH3:19])[CH3:18])=[O:25])[CH2:10][CH2:9]1)=[O:2])([CH3:7])([CH3:6])[CH3:5], predict the reactants needed to synthesize it. The reactants are: [C:1]([N:8]1[CH2:13][CH2:12][CH:11]([OH:14])[CH2:10][CH2:9]1)([O:3][C:4]([CH3:7])([CH3:6])[CH3:5])=[O:2].[OH-].[Na+].[C:17]([O:21][C:22](=[O:25])[CH2:23]Br)([CH3:20])([CH3:19])[CH3:18].